Task: Predict the product of the given reaction.. Dataset: Forward reaction prediction with 1.9M reactions from USPTO patents (1976-2016) (1) Given the reactants [NH:1]1[CH2:5][CH2:4][CH2:3][CH2:2]1.[C:6]([O:10][C:11]([N:13]1[CH2:18][CH2:17][N:16]([CH2:19][C:20]([N:22]2[C:30]3[C:25](=[CH:26][CH:27]=[C:28]([C:31]([OH:33])=O)[CH:29]=3)[CH2:24][CH2:23]2)=[O:21])[CH2:15][C@H:14]1[CH3:34])=[O:12])([CH3:9])([CH3:8])[CH3:7], predict the reaction product. The product is: [C:6]([O:10][C:11]([N:13]1[CH2:18][CH2:17][N:16]([CH2:19][C:20](=[O:21])[N:22]2[C:30]3[C:25](=[CH:26][CH:27]=[C:28]([C:31]([N:1]4[CH2:5][CH2:4][CH2:3][CH2:2]4)=[O:33])[CH:29]=3)[CH2:24][CH2:23]2)[CH2:15][C@H:14]1[CH3:34])=[O:12])([CH3:7])([CH3:8])[CH3:9]. (2) Given the reactants C([O:8][C:9]1[CH:10]=[C:11]2[C:15](=[CH:16][C:17]=1[O:18][CH3:19])[N:14]([S:20]([C:23]1[CH:28]=[CH:27][CH:26]=[CH:25][CH:24]=1)(=[O:22])=[O:21])[CH:13]=[CH:12]2)C1C=CC=CC=1.C1CCCCC=1.Cl, predict the reaction product. The product is: [CH3:19][O:18][C:17]1[CH:16]=[C:15]2[C:11]([CH:12]=[CH:13][N:14]2[S:20]([C:23]2[CH:28]=[CH:27][CH:26]=[CH:25][CH:24]=2)(=[O:22])=[O:21])=[CH:10][C:9]=1[OH:8]. (3) Given the reactants [CH3:1][CH:2]([C:4]1[CH:9]=[CH:8][C:7]([C:10]2[CH:11]=[C:12]([C:16]([O:18][CH2:19][CH3:20])=[O:17])[CH:13]=[N:14][CH:15]=2)=[CH:6][CH:5]=1)[CH3:3].[H][H], predict the reaction product. The product is: [CH3:3][CH:2]([C:4]1[CH:5]=[CH:6][C:7]([CH:10]2[CH2:15][NH:14][CH2:13][CH:12]([C:16]([O:18][CH2:19][CH3:20])=[O:17])[CH2:11]2)=[CH:8][CH:9]=1)[CH3:1]. (4) The product is: [Cl:28][C:24]1[CH:23]=[C:22]([CH:27]=[CH:26][CH:25]=1)[CH2:21][N:20]([C:16]1[N:15]=[C:14]([N:11]2[CH2:10][CH2:9][NH:8][CH2:13][CH2:12]2)[CH:19]=[N:18][CH:17]=1)[C:29](=[O:31])[CH3:30]. Given the reactants C(OC([N:8]1[CH2:13][CH2:12][N:11]([C:14]2[CH:19]=[N:18][CH:17]=[C:16]([N:20]([C:29](=[O:31])[CH3:30])[CH2:21][C:22]3[CH:27]=[CH:26][CH:25]=[C:24]([Cl:28])[CH:23]=3)[N:15]=2)[CH2:10][CH2:9]1)=O)(C)(C)C.FC(F)(F)C(O)=O.C([O-])(O)=O.[Na+], predict the reaction product.